Task: Predict which catalyst facilitates the given reaction.. Dataset: Catalyst prediction with 721,799 reactions and 888 catalyst types from USPTO (1) Product: [F:1][CH:2]([C:7]1[CH:12]=[CH:11][CH:10]=[CH:9][C:8]=1[C:13]1[CH:18]=[CH:17][CH:16]=[CH:15][C:14]=1[F:19])[C:3]([OH:5])=[O:4]. Reactant: [F:1][CH:2]([C:7]1[CH:12]=[CH:11][CH:10]=[CH:9][C:8]=1[C:13]1[CH:18]=[CH:17][CH:16]=[CH:15][C:14]=1[F:19])[C:3]([O:5]C)=[O:4].O.[OH-].[Li+].Cl. The catalyst class is: 670. (2) Reactant: [N:1]1([C:6]2[C:15]3[N:14]=[CH:13][CH:12]=[CH:11][C:10]=3[C:9]([C:16]([O:18]C)=[O:17])=[CH:8][CH:7]=2)[CH:5]=[N:4][N:3]=[N:2]1.[OH-].[Na+]. Product: [N:1]1([C:6]2[C:15]3[N:14]=[CH:13][CH:12]=[CH:11][C:10]=3[C:9]([C:16]([OH:18])=[O:17])=[CH:8][CH:7]=2)[CH:5]=[N:4][N:3]=[N:2]1. The catalyst class is: 1. (3) Reactant: [CH3:1][S:2](Cl)(=[O:4])=[O:3].[N:6]1[CH:11]=[CH:10][CH:9]=[CH:8][C:7]=1[CH2:12][O:13][C:14]1[CH:19]=[CH:18][C:17]([C:20]2([C:27]3[CH:32]=[CH:31][C:30]([C:33]4[N:37]=[C:36]([CH2:38][OH:39])[O:35][N:34]=4)=[CH:29][CH:28]=3)[CH2:25][CH:24]3[CH2:26][CH:21]2[CH2:22][CH2:23]3)=[CH:16][CH:15]=1.CCN(C(C)C)C(C)C. Product: [CH3:1][S:2]([O:39][CH2:38][C:36]1[O:35][N:34]=[C:33]([C:30]2[CH:31]=[CH:32][C:27]([C:20]3([C:17]4[CH:18]=[CH:19][C:14]([O:13][CH2:12][C:7]5[CH:8]=[CH:9][CH:10]=[CH:11][N:6]=5)=[CH:15][CH:16]=4)[CH2:25][CH:24]4[CH2:26][CH:21]3[CH2:22][CH2:23]4)=[CH:28][CH:29]=2)[N:37]=1)(=[O:4])=[O:3]. The catalyst class is: 2. (4) Reactant: Cl[C:2]1[CH:7]=[C:6]([C:8]2[CH:13]=[CH:12][C:11]([C:14]([F:17])([F:16])[F:15])=[CH:10][CH:9]=2)[N:5]=[CH:4][N:3]=1.[NH2:18][C:19]1[S:20][C:21]2[CH:27]=[CH:26][CH:25]=[C:24]([OH:28])[C:22]=2[N:23]=1.C(=O)([O-])[O-].[K+].[K+]. Product: [F:15][C:14]([F:17])([F:16])[C:11]1[CH:12]=[CH:13][C:8]([C:6]2[N:5]=[CH:4][N:3]=[C:2]([O:28][C:24]3[C:22]4[N:23]=[C:19]([NH2:18])[S:20][C:21]=4[CH:27]=[CH:26][CH:25]=3)[CH:7]=2)=[CH:9][CH:10]=1. The catalyst class is: 3. (5) Reactant: [CH3:1][O:2][C:3](=[O:17])[CH2:4][C:5]1[C:9]2[C:10]([CH3:16])=[CH:11][C:12]([OH:15])=[C:13]([CH3:14])[C:8]=2[O:7][CH:6]=1.C([O-])([O-])=O.[K+].[K+].[Cl:24][C:25]1[CH:32]=[C:31]([Cl:33])[CH:30]=[CH:29][C:26]=1[CH2:27]Cl. Product: [CH3:1][O:2][C:3](=[O:17])[CH2:4][C:5]1[C:9]2[C:10]([CH3:16])=[CH:11][C:12]([O:15][CH2:27][C:26]3[CH:29]=[CH:30][C:31]([Cl:33])=[CH:32][C:25]=3[Cl:24])=[C:13]([CH3:14])[C:8]=2[O:7][CH:6]=1. The catalyst class is: 3. (6) Reactant: CN(C(ON1N=NC2C=CC=NC1=2)=[N+](C)C)C.F[P-](F)(F)(F)(F)F.[Br:25][C:26]1[C:27]([OH:35])=[N:28][CH:29]=[C:30]([CH:34]=1)[C:31]([OH:33])=O.CCN(C(C)C)C(C)C.Cl.[F:46][C:47]1[C:48]([C@H:53]([C:55]2[CH:60]=[CH:59][C:58]([C:61]([F:64])([F:63])[F:62])=[CH:57][CH:56]=2)[NH2:54])=[N:49][CH:50]=[CH:51][CH:52]=1.Cl.FC(F)(F)C1C=CC([C@@H](C2C(C(F)(F)F)=CC=CN=2)N)=CC=1. Product: [Br:25][C:26]1[C:27](=[O:35])[NH:28][CH:29]=[C:30]([C:31]([NH:54][C@H:53]([C:48]2[C:47]([F:46])=[CH:52][CH:51]=[CH:50][N:49]=2)[C:55]2[CH:60]=[CH:59][C:58]([C:61]([F:62])([F:63])[F:64])=[CH:57][CH:56]=2)=[O:33])[CH:34]=1. The catalyst class is: 2. (7) Reactant: [CH:1]1([CH2:7][C:8]([NH:10][C:11]2[CH:16]=[CH:15][CH:14]=[CH:13][C:12]=2[CH2:17][CH2:18]O)=[O:9])[CH2:6][CH2:5][CH2:4][CH2:3][CH2:2]1.C1(P(C2C=CC=CC=2)C2C=CC=CC=2)C=CC=CC=1.C(Br)(Br)(Br)[Br:40].C(Cl)(Cl)Cl. Product: [Br:40][CH2:18][CH2:17][C:12]1[CH:13]=[CH:14][CH:15]=[CH:16][C:11]=1[NH:10][C:8](=[O:9])[CH2:7][CH:1]1[CH2:6][CH2:5][CH2:4][CH2:3][CH2:2]1. The catalyst class is: 4. (8) Reactant: [NH2:1][C:2]1[CH:3]=[C:4]([NH:9][C:10](=O)C)[CH:5]=[CH:6][C:7]=1[CH3:8].[Cl:13]C1[N:19]=[CH:18][CH:17]=[CH:16][N:15]=1. Product: [ClH:13].[CH3:8][C:7]1[C:2]([NH2:1])=[CH:3][C:4]([NH:9][C:10]2[N:19]=[CH:18][CH:17]=[CH:16][N:15]=2)=[CH:5][CH:6]=1. The catalyst class is: 3.